Dataset: Reaction yield outcomes from USPTO patents with 853,638 reactions. Task: Predict the reaction yield, written as a fraction of the theoretical maximum amount of product (1.0 means a 100% yield; for example, 0.34 means a 34% yield). (1) The reactants are [CH2:1]([O:8][C:9]1[CH:14]=[CH:13][N:12]([C:15]2[CH:23]=[C:22]3[C:18]([C:19]4[CH2:28][CH2:27][N:26]([C:29](=[O:32])[CH2:30][Cl:31])[CH2:25][C:20]=4[N:21]3[CH3:24])=[CH:17][CH:16]=2)[C:11](=[O:33])[CH:10]=1)[C:2]1[CH:7]=[CH:6][CH:5]=[CH:4][CH:3]=1.[NH:34]1[CH2:38][CH2:37][CH2:36][CH2:35]1.C([O-])([O-])=O.[K+].[K+]. The catalyst is CN(C=O)C.C(Cl)Cl. The product is [ClH:31].[CH2:1]([O:8][C:9]1[CH:14]=[CH:13][N:12]([C:15]2[CH:23]=[C:22]3[C:18]([C:19]4[CH2:28][CH2:27][N:26]([C:29](=[O:32])[CH2:30][N:34]5[CH2:38][CH2:37][CH2:36][CH2:35]5)[CH2:25][C:20]=4[N:21]3[CH3:24])=[CH:17][CH:16]=2)[C:11](=[O:33])[CH:10]=1)[C:2]1[CH:7]=[CH:6][CH:5]=[CH:4][CH:3]=1. The yield is 0.600. (2) The catalyst is C(O)CCC. The product is [Cl:35][C:30]1[N:29]=[C:28]([NH:27][C:24]2[NH:25][N:26]=[C:22]([CH:19]3[CH2:21][CH2:20]3)[CH:23]=2)[N:33]=[C:32]([NH:17][C:14]2[CH:15]=[C:16]3[C:11]([C:10](=[O:18])[NH:9][NH:8]3)=[CH:12][CH:13]=2)[N:31]=1. The yield is 0.164. The reactants are C(OC([N:8]1[C:16]2[C:11](=[CH:12][CH:13]=[C:14]([NH2:17])[CH:15]=2)[C:10](=[O:18])[NH:9]1)=O)(C)(C)C.[CH:19]1([C:22]2[CH:23]=[C:24]([NH:27][C:28]3[N:33]=[C:32](Cl)[N:31]=[C:30]([Cl:35])[N:29]=3)[NH:25][N:26]=2)[CH2:21][CH2:20]1.